This data is from Forward reaction prediction with 1.9M reactions from USPTO patents (1976-2016). The task is: Predict the product of the given reaction. Given the reactants Cl.[CH3:2][S:3]([C:6]1[CH:11]=[CH:10][C:9]([C:12]2[CH2:17][CH2:16][CH:15]([O:18][CH2:19][CH:20]3[CH2:25][CH2:24][NH:23][CH2:22][CH2:21]3)[CH2:14][CH:13]=2)=[CH:8][CH:7]=1)(=[O:5])=[O:4].C(N(CC)CC)C.C1(C)C=CC=CC=1.[C:40](Cl)(=[O:45])[O:41][CH:42]([CH3:44])[CH3:43], predict the reaction product. The product is: [CH3:2][S:3]([C:6]1[CH:11]=[CH:10][C:9]([C:12]2[CH2:17][CH2:16][CH:15]([O:18][CH2:19][CH:20]3[CH2:21][CH2:22][N:23]([C:40]([O:41][CH:42]([CH3:44])[CH3:43])=[O:45])[CH2:24][CH2:25]3)[CH2:14][CH:13]=2)=[CH:8][CH:7]=1)(=[O:5])=[O:4].